Dataset: Forward reaction prediction with 1.9M reactions from USPTO patents (1976-2016). Task: Predict the product of the given reaction. (1) Given the reactants [Al+3].[Cl-].[Cl-].[Cl-].[C:5](Cl)(=O)[C:6]([Cl:8])=[O:7].[CH3:11][O:12][C:13](=[O:23])[C:14]([CH3:22])([C:16]1[CH:21]=[CH:20]C=[CH:18][CH:17]=1)[CH3:15], predict the reaction product. The product is: [CH3:11][O:12][C:13](=[O:23])[C:14]([C:16]1[CH:17]=[CH:18][C:5]([C:6]([Cl:8])=[O:7])=[CH:20][CH:21]=1)([CH3:22])[CH3:15]. (2) Given the reactants Cl[C:2]1[CH:7]=[C:6]([C:8]2[CH:9]=[C:10]([CH3:14])[CH:11]=[CH:12][CH:13]=2)[N:5]=[CH:4][N:3]=1.[C:15]([C:18]1[CH:23]=[CH:22][C:21](B(O)O)=[CH:20][CH:19]=1)([OH:17])=[O:16].C([O-])([O-])=O.[Na+].[Na+].Cl, predict the reaction product. The product is: [C:10]1([CH3:14])[CH:11]=[CH:12][CH:13]=[C:8]([C:6]2[N:5]=[CH:4][N:3]=[C:2]([C:21]3[CH:22]=[CH:23][C:18]([C:15]([OH:17])=[O:16])=[CH:19][CH:20]=3)[CH:7]=2)[CH:9]=1. (3) Given the reactants C(OC(=O)[NH:7][CH2:8][CH2:9][N:10]([CH2:23][CH2:24][CH2:25][CH2:26][CH3:27])[CH2:11][C:12]1[CH:17]=[CH:16][C:15]([O:18][C:19]([F:22])([F:21])[F:20])=[CH:14][CH:13]=1)(C)(C)C.FC(F)(F)C(O)=O, predict the reaction product. The product is: [CH2:23]([N:10]([CH2:11][C:12]1[CH:13]=[CH:14][C:15]([O:18][C:19]([F:20])([F:21])[F:22])=[CH:16][CH:17]=1)[CH2:9][CH2:8][NH2:7])[CH2:24][CH2:25][CH2:26][CH3:27].